From a dataset of Full USPTO retrosynthesis dataset with 1.9M reactions from patents (1976-2016). Predict the reactants needed to synthesize the given product. (1) The reactants are: [Cl:1][C:2]1[CH:7]=[C:6]([Cl:8])[CH:5]=[CH:4][C:3]=1[NH:9][C:10]1[C:15]2[N:16]=[CH:17][N:18]([CH3:19])[C:14]=2[C:13]([C:20]([O:22]CC)=[O:21])=[CH:12][N:11]=1.[OH-].[Na+]. Given the product [ClH:1].[Cl:1][C:2]1[CH:7]=[C:6]([Cl:8])[CH:5]=[CH:4][C:3]=1[NH:9][C:10]1[C:15]2[N:16]=[CH:17][N:18]([CH3:19])[C:14]=2[C:13]([C:20]([OH:22])=[O:21])=[CH:12][N:11]=1, predict the reactants needed to synthesize it. (2) The reactants are: [Cl:1][C:2]1[CH:7]=[CH:6][C:5]([CH:8]2[CH2:13][CH2:12][CH:11](C(O)=O)[CH2:10][CH2:9]2)=[CH:4][CH:3]=1.C([N:19]([CH2:22]C)CC)C.P(N=[N+]=[N-])(=O)(OC1C=CC=CC=1)[O:25]C1C=CC=CC=1.[C:43]([OH:47])([CH3:46])([CH3:45])[CH3:44]. Given the product [Cl:1][C:2]1[CH:3]=[CH:4][C:5]([CH:8]2[CH2:9][CH2:10][CH:11]([NH:19][C:22](=[O:25])[O:47][C:43]([CH3:46])([CH3:45])[CH3:44])[CH2:12][CH2:13]2)=[CH:6][CH:7]=1, predict the reactants needed to synthesize it. (3) Given the product [CH:1]1([C:4]2[CH:5]=[C:6]([NH:10][C:11]3[O:12][CH2:13][C:14]4[CH:20]=[C:19]([NH:21][CH2:22][C:24]5[S:25][CH:26]=[CH:27][N:28]=5)[CH:18]=[CH:17][C:15]=4[N:16]=3)[CH:7]=[CH:8][CH:9]=2)[CH2:3][CH2:2]1, predict the reactants needed to synthesize it. The reactants are: [CH:1]1([C:4]2[CH:5]=[C:6]([NH:10][C:11]3[O:12][CH2:13][C:14]4[CH:20]=[C:19]([NH2:21])[CH:18]=[CH:17][C:15]=4[N:16]=3)[CH:7]=[CH:8][CH:9]=2)[CH2:3][CH2:2]1.[CH:22]([C:24]1[S:25][CH:26]=[CH:27][N:28]=1)=O. (4) Given the product [CH2:15]([N:6]1[C:7]2[C:3](=[C:2]([CH3:1])[CH:10]=[CH:9][CH:8]=2)[C:4]([CH:11]=[O:12])=[CH:5]1)[CH3:16], predict the reactants needed to synthesize it. The reactants are: [CH3:1][C:2]1[CH:10]=[CH:9][CH:8]=[C:7]2[C:3]=1[C:4]([CH:11]=[O:12])=[CH:5][NH:6]2.[H-].[Na+].[CH2:15](I)[CH3:16]. (5) Given the product [C:7]([O:11][C:12](=[O:13])[NH:14][CH2:15][CH2:16][C:17]([N:27]=[N+:28]=[N-:29])=[O:19])([CH3:10])([CH3:9])[CH3:8], predict the reactants needed to synthesize it. The reactants are: ClC(OCC)=O.[C:7]([O:11][C:12]([NH:14][CH2:15][CH2:16][C:17]([OH:19])=O)=[O:13])([CH3:10])([CH3:9])[CH3:8].CN1CCOCC1.[N-:27]=[N+:28]=[N-:29].[Na+]. (6) Given the product [CH:63]1([C@H:45]2[C@H:44]([CH3:66])[C@@H:43]([NH:42][C:2]3[CH:7]=[CH:6][CH:5]=[CH:4][CH:3]=3)[C:52]3[C:47](=[CH:48][CH:49]=[C:50]([C:53]4[CH:54]=[N:55][N:56]([CH2:58][CH3:59])[CH:57]=4)[CH:51]=3)[N:46]2[C:60](=[O:62])[CH3:61])[CH2:64][CH2:65]1, predict the reactants needed to synthesize it. The reactants are: Br[C:2]1[CH:7]=[CH:6][CH:5]=[CH:4][CH:3]=1.CN(C1C(C2C(P(C3CCCCC3)C3CCCCC3)=CC=CC=2)=CC=CC=1)C.CC(C)([O-])C.[Na+].[NH2:42][C@H:43]1[C:52]2[C:47](=[CH:48][CH:49]=[C:50]([C:53]3[CH:54]=[N:55][N:56]([CH2:58][CH3:59])[CH:57]=3)[CH:51]=2)[N:46]([C:60](=[O:62])[CH3:61])[C@@H:45]([CH:63]2[CH2:65][CH2:64]2)[C@@H:44]1[CH3:66].